This data is from Experimentally validated miRNA-target interactions with 360,000+ pairs, plus equal number of negative samples. The task is: Binary Classification. Given a miRNA mature sequence and a target amino acid sequence, predict their likelihood of interaction. (1) The miRNA is hsa-miR-10b-3p with sequence ACAGAUUCGAUUCUAGGGGAAU. Result: 0 (no interaction). The protein sequence of the target gene is MEVLRRSSVFAAEIMDAFDRSPTDKELVAQAKALGREYVHARLLRAGLSWSAPERAAPVPGRLAEVCAVLLRLGDELEMIRPSVYRNVARQLHISLQSEPVVTDAFLAVAGHIFSAGITWGKVVSLYAVAAGLAVDCVRQAQPAMVHALVDCLGEFVRKTLATWLRRRGGWTDVLKCVVSTDPGLRSHWLVAALCSFGRFLKAAFFVLLPER. (2) The miRNA is hsa-miR-149-5p with sequence UCUGGCUCCGUGUCUUCACUCCC. The protein sequence of the target gene is MAGYLPPKGYAPSPPPPYPVTPGYPEPALHPGPGQAPVPAQVPAPAPGFALFPSPGPVALGSAAPFLPLPGVPSGLEFLVQIDQILIHQKAERVETFLGWETCNRYELRSGAGQPLGQAAEESNCCARLCCGARRPLRVRLADPGDREVLRLLRPLHCGCSCCPCGLQEMEVQAPPGTTIGHVLQTWHPFLPKFSIQDADRQTVLRVVGPCWTCGCGTDTNFEVKTRDESRSVGRISKQWGGLVREALTDADDFGLQFPLDLDVRVKAVLLGATFLIDYMFFEKRGGAGPSAVTS. Result: 1 (interaction).